This data is from Full USPTO retrosynthesis dataset with 1.9M reactions from patents (1976-2016). The task is: Predict the reactants needed to synthesize the given product. (1) Given the product [Br:1][C:2]1[CH:3]=[C:4]([F:11])[C:5]([O:10][CH3:12])=[C:6]([CH:9]=1)[CH:7]=[O:8], predict the reactants needed to synthesize it. The reactants are: [Br:1][C:2]1[CH:3]=[C:4]([F:11])[C:5]([OH:10])=[C:6]([CH:9]=1)[CH:7]=[O:8].[C:12]([O-])([O-])=O.[Cs+].[Cs+].IC. (2) The reactants are: [C:1]([O:5][C:6](=[O:31])[CH2:7][C@H:8]([NH:20][C:21]([O:23]CC1C=CC=CC=1)=O)[CH2:9][N:10]1[C:18]2[C:13](=[CH:14][C:15]([F:19])=[CH:16][CH:17]=2)[CH2:12][CH2:11]1)([CH3:4])([CH3:3])[CH3:2].[H][H].[C:34](C(C)(C)C)([O:36][CH2:37][C:38]1[CH:43]=[CH:42][CH:41]=[CH:40][CH:39]=1)=[O:35].CN(C(O[N:56]1N=N[C:58]2C=CC=N[C:57]1=2)=[N+](C)C)C.F[P-](F)(F)(F)(F)F.C(N([CH:78]([CH3:80])[CH3:79])CC)(C)C.[C:81](OCC)(=O)C. Given the product [C:1]([O:5][C:6](=[O:31])[CH2:7][C@H:8]([NH:20][C:21](=[O:23])[C@@H:57]([NH:56][C:34]([O:36][CH2:37][C:38]1[CH:39]=[CH:40][CH:41]=[CH:42][CH:43]=1)=[O:35])[CH2:58][C:78]([CH3:79])([CH3:80])[CH3:81])[CH2:9][N:10]1[C:18]2[C:13](=[CH:14][C:15]([F:19])=[CH:16][CH:17]=2)[CH2:12][CH2:11]1)([CH3:3])([CH3:2])[CH3:4], predict the reactants needed to synthesize it. (3) The reactants are: P(F)(F)(F)(F)F.N1(OC(N(C)C)=[N+](C)C)C2N=CC=CC=2N=N1.C(N(C(C)C)CC)(C)C.[CH2:33]1[C:41]2[C:36](=[CH:37][CH:38]=[CH:39][CH:40]=2)[CH2:35][NH:34]1.[OH:42][C:43]1[CH:51]=[C:50]([C:52]([F:55])([F:54])[F:53])[CH:49]=[CH:48][C:44]=1[C:45](O)=[O:46].C([O-])(O)=O.[Na+]. Given the product [CH2:33]1[C:41]2[C:36](=[CH:37][CH:38]=[CH:39][CH:40]=2)[CH2:35][N:34]1[C:45]([C:44]1[CH:48]=[CH:49][C:50]([C:52]([F:53])([F:54])[F:55])=[CH:51][C:43]=1[OH:42])=[O:46], predict the reactants needed to synthesize it. (4) Given the product [C:1]([O:5][C:6]([N:8]1[CH2:13][CH2:12][CH:11]([O:14][CH2:18][CH:19]2[CH2:21][CH2:20]2)[CH2:10][CH2:9]1)=[O:7])([CH3:4])([CH3:2])[CH3:3], predict the reactants needed to synthesize it. The reactants are: [C:1]([O:5][C:6]([N:8]1[CH2:13][CH2:12][CH:11]([OH:14])[CH2:10][CH2:9]1)=[O:7])([CH3:4])([CH3:3])[CH3:2].[H-].[Na+].Br[CH2:18][CH:19]1[CH2:21][CH2:20]1. (5) Given the product [CH2:11]([OH:21])[CH2:12][CH2:13][CH2:14][CH2:15][CH2:16][CH2:17][CH2:18][CH:19]=[CH:20][CH2:1][CH2:2][CH2:3][CH3:4], predict the reactants needed to synthesize it. The reactants are: [CH3:1][CH2:2][CH2:3][CH2:4]C=[CH:1][CH2:2][CH2:3][CH2:4]C.[CH2:11]([OH:21])[CH2:12][CH2:13][CH2:14][CH2:15][CH2:16][CH2:17][CH2:18][CH:19]=[CH2:20]. (6) The reactants are: [Cl:1][C:2]1[N:7]=[C:6]([C:8]2[CH:13]=[CH:12][CH:11]=[CH:10][CH:9]=2)[N:5]=[C:4]([C:14]([NH:16][C:17]2[CH:22]=[CH:21][CH:20]=[CH:19][C:18]=2[C:23]2[S:24][C:25]([C:28]3[CH:33]=CC=C[CH:29]=3)=[N:26][N:27]=2)=[O:15])[CH:3]=1.C1(C2SC(C3C=CC=CC=3N)=NN=2)C=CC=CC=1. Given the product [Cl:1][C:2]1[N:7]=[C:6]([C:8]2[CH:13]=[CH:12][CH:11]=[CH:10][CH:9]=2)[N:5]=[C:4]([C:14]([NH:16][C:17]2[CH:22]=[CH:21][CH:20]=[CH:19][C:18]=2[C:23]2[S:24][C:25]([CH:28]([CH3:33])[CH3:29])=[N:26][N:27]=2)=[O:15])[CH:3]=1, predict the reactants needed to synthesize it. (7) Given the product [C:36]([CH2:35][C:31]1([N:29]2[CH:30]=[C:26]([C:25]3[CH:24]=[CH:23][N:22]=[C:21]4[NH:17][CH:18]=[CH:19][C:20]=34)[CH:27]=[N:28]2)[CH2:32][N:33]([C:48]2[CH:47]=[CH:46][C:41]([C:42]([O:44][CH3:45])=[O:43])=[CH:40][C:39]=2[F:38])[CH2:34]1)#[N:37], predict the reactants needed to synthesize it. The reactants are: C(N(CC)C(C)C)(C)C.OC(C(F)(F)F)=O.[NH:17]1[C:21]2=[N:22][CH:23]=[CH:24][C:25]([C:26]3[CH:27]=[N:28][N:29]([C:31]4([CH2:35][C:36]#[N:37])[CH2:34][NH:33][CH2:32]4)[CH:30]=3)=[C:20]2[CH:19]=[CH:18]1.[F:38][C:39]1[CH:40]=[C:41]([CH:46]=[CH:47][C:48]=1F)[C:42]([O:44][CH3:45])=[O:43].C([O-])(O)=O.[Na+]. (8) Given the product [NH2:23][C:21](=[O:22])[C@H:20]([NH:19][C:6]1[N:7]=[C:8]([NH:9][C:10]2[C:18]3[C:13](=[N:14][CH:15]=[CH:16][CH:17]=3)[S:12][CH:11]=2)[C:3]([C:1]([NH2:2])=[O:34])=[N:4][CH:5]=1)[CH2:24][CH:25]1[CH2:26][CH2:27]1, predict the reactants needed to synthesize it. The reactants are: [C:1]([C:3]1[N:4]=[CH:5][C:6]([NH:19][C@H:20]([CH2:24][CH:25]2[CH2:27][CH2:26]2)[C:21]([NH2:23])=[O:22])=[N:7][C:8]=1[NH:9][C:10]1[C:18]2[C:13](=[N:14][CH:15]=[CH:16][CH:17]=2)[S:12][CH:11]=1)#[N:2].[OH-].[Na+].OO.CC(O)=[O:34]. (9) Given the product [C:1]1([C:7]2[CH:8]=[C:9]([C:16]([O:18]/[N:20]=[C:21](/[C:23]3[CH:40]=[CH:39][C:26]([CH2:27][N:28]4[CH2:31][CH:30]([C:32]([O:34][C:35]([CH3:36])([CH3:38])[CH3:37])=[O:33])[CH2:29]4)=[CH:25][CH:24]=3)\[NH2:22])=[O:17])[S:10][C:11]=2[C:12]([F:14])([F:15])[F:13])[CH:2]=[CH:3][CH:4]=[CH:5][CH:6]=1, predict the reactants needed to synthesize it. The reactants are: [C:1]1([C:7]2[CH:8]=[C:9]([C:16]([OH:18])=[O:17])[S:10][C:11]=2[C:12]([F:15])([F:14])[F:13])[CH:6]=[CH:5][CH:4]=[CH:3][CH:2]=1.O/[N:20]=[C:21](/[C:23]1[CH:40]=[CH:39][C:26]([CH2:27][N:28]2[CH2:31][CH:30]([C:32]([O:34][C:35]([CH3:38])([CH3:37])[CH3:36])=[O:33])[CH2:29]2)=[CH:25][CH:24]=1)\[NH2:22].C1C=CC2N(O)N=NC=2C=1.CCN(C(C)C)C(C)C.C(Cl)CCl.